Predict the reaction yield, written as a fraction of the theoretical maximum amount of product (1.0 means a 100% yield; for example, 0.34 means a 34% yield). From a dataset of Reaction yield outcomes from USPTO patents with 853,638 reactions. (1) The catalyst is CC#N. The yield is 0.347. The reactants are C([O-])([O-])=O.[K+].[K+].[N+:7]([C:10]1[CH:11]=[C:12]([C:19]([F:22])([F:21])[F:20])[C:13]([CH2:16][C:17]#[N:18])=[N:14][CH:15]=1)([O-:9])=[O:8].[CH3:23]I. The product is [N+:7]([C:10]1[CH:11]=[C:12]([C:19]([F:22])([F:20])[F:21])[C:13]([CH:16]([CH3:23])[C:17]#[N:18])=[N:14][CH:15]=1)([O-:9])=[O:8]. (2) The catalyst is C1COCC1.[Pt](=O)=O. The product is [O:1]=[C:2]1[C:8]2[N:9]([CH2:15][C:16]3[CH:37]=[CH:36][C:19]4/[C:20](=[CH:29]/[C:30]5[NH:34][C:33](=[O:35])[O:32][N:31]=5)/[C:21]5[CH:28]=[CH:27][CH:26]=[CH:25][C:22]=5[CH2:23][CH2:24][C:18]=4[CH:17]=3)[C:10]([CH2:12][CH2:13][CH3:14])=[N:11][C:7]=2[CH2:6][CH2:5][CH2:4][CH2:3]1. The reactants are [O:1]=[C:2]1[C:8]2[N:9]([CH2:15][C:16]3[CH:37]=[CH:36][C:19]4/[C:20](=[CH:29]/[C:30]5[NH:34][C:33](=[O:35])[O:32][N:31]=5)/[C:21]5[CH:28]=[CH:27][CH:26]=[CH:25][C:22]=5[CH2:23][CH2:24][C:18]=4[CH:17]=3)[C:10]([CH2:12][CH2:13][CH3:14])=[N:11][C:7]=2[CH:6]=[CH:5][CH:4]=[CH:3]1. The yield is 0.240. (3) The catalyst is N1C=CC=CC=1. The reactants are [SH:1][C:2]1[CH:10]=[C:9]([CH3:11])[CH:8]=[CH:7][C:3]=1[C:4]([OH:6])=O.[C:12]([C:14]1[CH:19]=[CH:18][CH:17]=[CH:16][N:15]=1)#[N:13]. The product is [CH3:11][C:9]1[CH:8]=[CH:7][C:3]2[C:4](=[O:6])[N:13]=[C:12]([C:14]3[CH:19]=[CH:18][CH:17]=[CH:16][N:15]=3)[S:1][C:2]=2[CH:10]=1. The yield is 0.480. (4) The reactants are Cl[C:2]1C=C(C=C(OC(C)C)C=1OC)C(O)=O.[CH2:17]([O:24][C:25]1[C:43]([O:44][CH:45]2[CH2:50]CCC[CH2:46]2)=[CH:42][C:28]([C:29]([NH:31][C:32]2[CH:41]=[CH:40][C:35]([C:36]([O:38][CH3:39])=[O:37])=[CH:34][CH:33]=2)=[O:30])=[CH:27][C:26]=1[Cl:51])C1C=CC=CC=1.C(P1(=O)OP(CCC)(=O)OP(CCC)(=O)O1)CC. The catalyst is CCOC(C)=O.C(Cl)Cl. The product is [Cl:51][C:26]1[CH:27]=[C:28]([CH:42]=[C:43]([O:44][CH:45]([CH3:46])[CH3:50])[C:25]=1[O:24][CH3:17])[C:29]([NH:31][C:32]1[CH:33]=[CH:34][C:35]([C:36]([O:38][CH3:39])=[O:37])=[C:40]([CH3:2])[CH:41]=1)=[O:30]. The yield is 0.400. (5) The product is [F:17][C:13]1[N:12]=[C:11]([C:10]2[C:4]3[C:5](=[CH:6][N:7]=[C:2]([C:32]4[CH:33]=[N:34][N:35]([CH2:37][C:38]([O:40][CH2:41][CH3:42])=[O:39])[CH:36]=4)[CH:3]=3)[N:8]([CH:18]3[CH2:23][CH2:22][CH2:21][CH2:20][O:19]3)[N:9]=2)[CH:16]=[CH:15][CH:14]=1. No catalyst specified. The reactants are Br[C:2]1[CH:3]=[C:4]2[C:10]([C:11]3[CH:16]=[CH:15][CH:14]=[C:13]([F:17])[N:12]=3)=[N:9][N:8]([CH:18]3[CH2:23][CH2:22][CH2:21][CH2:20][O:19]3)[C:5]2=[CH:6][N:7]=1.CC1(C)C(C)(C)OB([C:32]2[CH:33]=[N:34][N:35]([CH2:37][C:38]([O:40][CH2:41][CH3:42])=[O:39])[CH:36]=2)O1. The yield is 0.560. (6) The reactants are [Cl:1][C:2]1[CH:3]=[C:4]([C:8]2[O:12][N:11]=[C:10]([CH2:13][S:14][C:15]3[N:16]([CH3:26])[C:17]([C:20]4[CH:25]=[CH:24][N:23]=[CH:22][CH:21]=4)=[N:18][N:19]=3)[N:9]=2)[CH:5]=[CH:6][CH:7]=1.C1C=C(Cl)C=C(C(OO)=[O:35])C=1. The catalyst is ClCCl. The product is [Cl:1][C:2]1[CH:3]=[C:4]([C:8]2[O:12][N:11]=[C:10]([CH2:13][S:14][C:15]3[N:16]([CH3:26])[C:17]([C:20]4[CH:25]=[CH:24][N+:23]([O-:35])=[CH:22][CH:21]=4)=[N:18][N:19]=3)[N:9]=2)[CH:5]=[CH:6][CH:7]=1. The yield is 0.0800. (7) The reactants are [Cl:1][C:2]1[CH:7]=[CH:6][C:5]([C:8]([F:13])([F:12])[C:9]([O-:11])=[O:10])=[C:4]([O:14][C:15]([F:18])([F:17])[F:16])[CH:3]=1.CO.O.O.[OH-].[Li+]. The catalyst is O1CCCC1. The product is [Cl:1][C:2]1[CH:7]=[CH:6][C:5]([C:8]([F:13])([F:12])[C:9]([OH:11])=[O:10])=[C:4]([O:14][C:15]([F:16])([F:17])[F:18])[CH:3]=1. The yield is 0.730. (8) The reactants are Br[C:2]1[CH:11]=[N:10][C:9]2[N:8]([CH2:12][C:13]3[CH:18]=[CH:17][C:16]([O:19][CH3:20])=[CH:15][CH:14]=3)[C:7](=[O:21])[N:6]3[N:22]=[CH:23][N:24]=[C:5]3[C:4]=2[CH:3]=1.[B-](F)(F)(F)[CH:26]=[CH2:27].[K+].C(N(CC)CC)C. The catalyst is C(O)CCC. The product is [CH3:20][O:19][C:16]1[CH:17]=[CH:18][C:13]([CH2:12][N:8]2[C:9]3[N:10]=[CH:11][C:2]([CH:26]=[CH2:27])=[CH:3][C:4]=3[C:5]3=[N:24][CH:23]=[N:22][N:6]3[C:7]2=[O:21])=[CH:14][CH:15]=1. The yield is 0.630.